Dataset: CYP2C9 inhibition data for predicting drug metabolism from PubChem BioAssay. Task: Regression/Classification. Given a drug SMILES string, predict its absorption, distribution, metabolism, or excretion properties. Task type varies by dataset: regression for continuous measurements (e.g., permeability, clearance, half-life) or binary classification for categorical outcomes (e.g., BBB penetration, CYP inhibition). Dataset: cyp2c9_veith. (1) The molecule is COc1ccc(C(=O)N2CCC[C@@]3(CCN(c4ccccn4)C3)C2)cc1. The result is 0 (non-inhibitor). (2) The molecule is O=C(Nc1ccccc1)N1CCC2(CC1)CCN(C(=O)c1ccncc1)CC2. The result is 0 (non-inhibitor).